This data is from Forward reaction prediction with 1.9M reactions from USPTO patents (1976-2016). The task is: Predict the product of the given reaction. (1) Given the reactants C[O:2][C:3]([C:5]1[NH:6][CH:7]=[N:8][CH:9]=1)=[O:4].Br[CH2:11][C:12]([NH:14][C:15]1[CH:20]=[CH:19][C:18]([Cl:21])=[CH:17][N:16]=1)=[O:13].C([O-])([O-])=O.[K+].[K+], predict the reaction product. The product is: [Cl:21][C:18]1[CH:19]=[CH:20][C:15]([NH:14][C:12]([CH2:11][N:6]2[C:5]([C:3]([OH:2])=[O:4])=[CH:9][N:8]=[CH:7]2)=[O:13])=[N:16][CH:17]=1. (2) Given the reactants [C:1]([CH2:3][C:4]([OH:6])=O)#[N:2].[CH2:7]([NH:9][CH2:10][CH3:11])[CH3:8].C1(N=C=NC2CCCCC2)CCCCC1, predict the reaction product. The product is: [CH2:7]([N:9]([CH2:10][CH3:11])[C:4](=[O:6])[CH2:3][C:1]#[N:2])[CH3:8].